Dataset: Full USPTO retrosynthesis dataset with 1.9M reactions from patents (1976-2016). Task: Predict the reactants needed to synthesize the given product. (1) Given the product [F:17][C:18]1[CH:19]=[CH:20][C:21]([N:24]2[C:32]3[CH2:31][CH2:30][CH:29]([CH3:33])[N:28]([C:8](=[O:10])[CH:7]([N:6]4[C:2]([CH3:1])=[CH:3][C:4]([C:13]([F:16])([F:15])[F:14])=[N:5]4)[CH2:11][CH3:12])[C:27]=3[CH:26]=[N:25]2)=[CH:22][CH:23]=1, predict the reactants needed to synthesize it. The reactants are: [CH3:1][C:2]1[N:6]([CH:7]([CH2:11][CH3:12])[C:8]([OH:10])=O)[N:5]=[C:4]([C:13]([F:16])([F:15])[F:14])[CH:3]=1.[F:17][C:18]1[CH:23]=[CH:22][C:21]([N:24]2[C:32]3[CH2:31][CH2:30][CH:29]([CH3:33])[NH:28][C:27]=3[CH:26]=[N:25]2)=[CH:20][CH:19]=1. (2) Given the product [F:30][C:31]([F:53])([F:52])[CH2:32][CH2:33][C:34]([C:36]1[CH:41]=[CH:40][C:39]([C:42]2[CH:47]=[CH:46][C:45]([C:48]([F:51])([F:50])[F:49])=[CH:44][CH:43]=2)=[N:38][CH:37]=1)=[CH:2][O:3][CH3:4], predict the reactants needed to synthesize it. The reactants are: [Cl-].[CH3:2][O:3][CH2:4][P+](C1C=CC=CC=1)(C1C=CC=CC=1)C1C=CC=CC=1.CC(C)([O-])C.[K+].[F:30][C:31]([F:53])([F:52])[CH2:32][CH2:33][C:34]([C:36]1[CH:37]=[N:38][C:39]([C:42]2[CH:47]=[CH:46][C:45]([C:48]([F:51])([F:50])[F:49])=[CH:44][CH:43]=2)=[CH:40][CH:41]=1)=O. (3) Given the product [NH2:13][C:12]1[N:8]([C:4]2[N:5]=[CH:6][N:7]=[C:2]([NH:15][CH3:14])[CH:3]=2)[N:9]=[CH:10][N:11]=1, predict the reactants needed to synthesize it. The reactants are: Cl[C:2]1[N:7]=[CH:6][N:5]=[C:4]([N:8]2[C:12]([NH2:13])=[N:11][CH:10]=[N:9]2)[CH:3]=1.[CH3:14][NH2:15]. (4) Given the product [C:20]([O:19][C:17]([N:10]1[C:11]2[C:16](=[CH:15][CH:14]=[CH:13][CH:12]=2)[C:8]([CH2:7][CH2:6][N:5]2[C:50](=[O:52])[C:48]([OH:49])=[C:47]([C:45](=[O:46])[CH3:44])[CH:32]2[C:34]2[CH:43]=[CH:42][C:37]([C:38]([O:40][CH3:41])=[O:39])=[CH:36][CH:35]=2)=[CH:9]1)=[O:18])([CH3:23])([CH3:22])[CH3:21], predict the reactants needed to synthesize it. The reactants are: FC(F)(F)C([NH:5][CH2:6][CH2:7][C:8]1[C:16]2[C:11](=[CH:12][CH:13]=[CH:14][CH:15]=2)[N:10]([C:17]([O:19][C:20]([CH3:23])([CH3:22])[CH3:21])=[O:18])[CH:9]=1)=O.C(=O)([O-])[O-].[K+].[K+].[CH:32]([C:34]1[CH:43]=[CH:42][C:37]([C:38]([O:40][CH3:41])=[O:39])=[CH:36][CH:35]=1)=O.[CH3:44][C:45]([CH2:47][C:48]([C:50]([O:52]C)=O)=[O:49])=[O:46]. (5) Given the product [F:1][C:2]1[CH:7]=[CH:6][C:5]([C:8]2[N:9]=[C:10]3[C:15](=[N:16][CH:17]=2)[N:14]=[CH:13][N:12]=[C:11]3[N:19]2[CH:23]=[N:22][CH:21]=[N:20]2)=[CH:4][CH:3]=1, predict the reactants needed to synthesize it. The reactants are: [F:1][C:2]1[CH:7]=[CH:6][C:5]([C:8]2[N:9]=[C:10]3[C:15](=[N:16][CH:17]=2)[N:14]=[CH:13][NH:12][C:11]3=O)=[CH:4][CH:3]=1.[NH:19]1[CH:23]=[N:22][CH:21]=[N:20]1.C(N(C(C)C)CC)(C)C.C(#N)C. (6) The reactants are: I[C:2]1[N:3]=[C:4]([C:20]2[C:25]([CH3:26])=[CH:24][N:23]=[C:22]([NH:27][C:28](=[O:30])[CH3:29])[CH:21]=2)[O:5][C:6]=1[C:7]1[N:11]=[CH:10][N:9](COCC[Si](C)(C)C)[N:8]=1.[Cl:31][C:32]1[CH:37]=[CH:36][CH:35]=[CH:34][C:33]=1B(O)O.C(=O)([O-])[O-].[Cs+].[Cs+]. Given the product [Cl:31][C:32]1[CH:37]=[CH:36][CH:35]=[CH:34][C:33]=1[C:2]1[N:3]=[C:4]([C:20]2[C:25]([CH3:26])=[CH:24][N:23]=[C:22]([NH:27][C:28](=[O:30])[CH3:29])[CH:21]=2)[O:5][C:6]=1[C:7]1[NH:11][CH:10]=[N:9][N:8]=1, predict the reactants needed to synthesize it. (7) Given the product [Cl:24][C:19]1[CH:20]=[CH:21][CH:22]=[CH:23][C:18]=1[C:5]1[N:6]([C:11]2[CH:12]=[CH:13][C:14]([Cl:17])=[CH:15][CH:16]=2)[C:7]2[C:3]([N:4]=1)=[C:2]([NH:25][C@H:26]1[CH2:31][CH2:30][CH2:29][N:28]([C:32]([O:34][C:35]([CH3:38])([CH3:37])[CH3:36])=[O:33])[CH2:27]1)[N:10]=[CH:9][N:8]=2, predict the reactants needed to synthesize it. The reactants are: Cl[C:2]1[N:10]=[CH:9][N:8]=[C:7]2[C:3]=1[N:4]=[C:5]([C:18]1[CH:23]=[CH:22][CH:21]=[CH:20][C:19]=1[Cl:24])[N:6]2[C:11]1[CH:16]=[CH:15][C:14]([Cl:17])=[CH:13][CH:12]=1.[NH2:25][C@H:26]1[CH2:31][CH2:30][CH2:29][N:28]([C:32]([O:34][C:35]([CH3:38])([CH3:37])[CH3:36])=[O:33])[CH2:27]1.C(N(CC)CC)C. (8) Given the product [C:1]([C:5]1[N:6]=[C:7]([N:16]2[CH2:20][CH2:19][C:18]([F:21])([F:22])[CH2:17]2)[C:8]2[C:9](=[N:11][N:12]([CH2:14][CH2:15][C:46]3[CH:51]=[CH:50][CH:49]=[CH:48][C:47]=3[Cl:52])[N:13]=2)[N:10]=1)([CH3:2])([CH3:3])[CH3:4], predict the reactants needed to synthesize it. The reactants are: [C:1]([C:5]1[N:6]=[C:7]([N:16]2[CH2:20][CH2:19][C:18]([F:22])([F:21])[CH2:17]2)[C:8]2[C:9](=[N:11][N:12]([CH2:14][CH3:15])[N:13]=2)[N:10]=1)([CH3:4])([CH3:3])[CH3:2].C(C1N=C(N2CCC(F)(F)C2)C2N=NNC=2N=1)(C)(C)C.BrCC[C:46]1[CH:51]=[CH:50][CH:49]=[CH:48][C:47]=1[Cl:52].